This data is from Full USPTO retrosynthesis dataset with 1.9M reactions from patents (1976-2016). The task is: Predict the reactants needed to synthesize the given product. (1) Given the product [C:1]([O:5][C@@H:6]([C:12]1[C:37]([CH3:38])=[N:36][C:35]2=[CH:39][C:32]3=[N:33][N:34]2[C:13]=1[N:14]1[CH2:15][CH2:16][C:17]([CH3:43])([O:18][CH2:19][CH2:20][CH2:21][CH2:22][C:23]2[CH:24]=[C:25]([CH3:40])[CH:26]=[CH:27][C:28]=2[CH2:29][O:30][CH2:31]3)[CH2:41][CH2:42]1)[C:7]([OH:9])=[O:8])([CH3:4])([CH3:2])[CH3:3], predict the reactants needed to synthesize it. The reactants are: [C:1]([O:5][C@@H:6]([C:12]1[C:37]([CH3:38])=[N:36][C:35]2=[CH:39][C:32]3=[N:33][N:34]2[C:13]=1[N:14]1[CH2:42][CH2:41][C:17]([CH3:43])([O:18][CH2:19][CH2:20][CH2:21][CH2:22][C:23]2[CH:24]=[C:25]([CH3:40])[CH:26]=[CH:27][C:28]=2[CH2:29][O:30][CH2:31]3)[CH2:16][CH2:15]1)[C:7]([O:9]CC)=[O:8])([CH3:4])([CH3:3])[CH3:2].[OH-].[Na+]. (2) Given the product [CH3:1][N:2]1[C@@H:19]2[CH2:20][C:7]3[CH:8]=[CH:9][C:10]([O:22][CH3:23])=[C:11]4[O:12][C@H:13]5[C:14]([CH2:16][CH2:17][C@:18]2([OH:21])[C@:5]5([C:6]=34)[CH2:4][CH2:3]1)=[O:15].[ClH:27], predict the reactants needed to synthesize it. The reactants are: [CH3:1][N:2]1[C@@H:19]2[CH2:20][C:7]3[CH:8]=[CH:9][C:10]([O:22][CH3:23])=[C:11]4[O:12][C@H:13]5[C:14]([CH2:16][CH2:17][C@:18]2([OH:21])[C@:5]5([C:6]=34)[CH2:4][CH2:3]1)=[O:15].C(O)C.[ClH:27]. (3) Given the product [CH3:1][C@@H:2]([CH2:6][CH:7]=[CH2:8])[C:3]([NH:9][CH2:10][C@@H:11]1[CH2:15][CH2:14][CH2:13][N:12]1[C:16]([C@@H:18]([CH2:27][CH:28]=[CH2:29])[CH2:19][C:20]([O:22][C:23]([CH3:24])([CH3:25])[CH3:26])=[O:21])=[O:17])=[O:4], predict the reactants needed to synthesize it. The reactants are: [CH3:1][C@@H:2]([CH2:6][CH:7]=[CH2:8])[C:3](O)=[O:4].[NH2:9][CH2:10][C@@H:11]1[CH2:15][CH2:14][CH2:13][N:12]1[C:16]([C@@H:18]([CH2:27][CH:28]=[CH2:29])[CH2:19][C:20]([O:22][C:23]([CH3:26])([CH3:25])[CH3:24])=[O:21])=[O:17].